Task: Predict the product of the given reaction.. Dataset: Forward reaction prediction with 1.9M reactions from USPTO patents (1976-2016) (1) Given the reactants [F:1][C:2]1[CH:23]=[CH:22][C:5]([CH2:6][NH:7][C:8]([C:10]2[S:14][C:13]([N:15]3[CH2:19][CH2:18][CH2:17][C:16]3=[O:20])=[N:12][C:11]=2[CH3:21])=[O:9])=[CH:4][CH:3]=1.C[Si]([N-][Si](C)(C)C)(C)C.[Li+].[CH:34]1([CH:37]=O)[CH2:36][CH2:35]1.[Cl-].[NH4+], predict the reaction product. The product is: [CH:34]1([CH2:37][CH:17]2[CH2:18][CH2:19][N:15]([C:13]3[S:14][C:10]([C:8]([NH:7][CH2:6][C:5]4[CH:22]=[CH:23][C:2]([F:1])=[CH:3][CH:4]=4)=[O:9])=[C:11]([CH3:21])[N:12]=3)[C:16]2=[O:20])[CH2:36][CH2:35]1. (2) Given the reactants [N:1]1([C:5]([C:7]2[S:15][C:14]3[C:9](=[N:10][CH:11]=[CH:12][C:13]=3Cl)[CH:8]=2)=[O:6])[CH2:4][CH2:3][CH2:2]1.[CH3:17][NH:18][C:19]([C:21]1[C:22]2[CH:31]=[CH:30][C:29]([OH:32])=[CH:28][C:23]=2[O:24][C:25]=1[CH2:26][CH3:27])=[O:20].C([O-])([O-])=O.[Cs+].[Cs+], predict the reaction product. The product is: [CH3:17][NH:18][C:19]([C:21]1[C:22]2[CH:31]=[CH:30][C:29]([O:32][C:13]3[CH:12]=[CH:11][N:10]=[C:9]4[CH:8]=[C:7]([C:5]([N:1]5[CH2:4][CH2:3][CH2:2]5)=[O:6])[S:15][C:14]=34)=[CH:28][C:23]=2[O:24][C:25]=1[CH2:26][CH3:27])=[O:20]. (3) The product is: [CH3:13][O:14][C:15]1[CH:16]=[C:17]([CH2:23][CH2:24][NH:25][C:10](=[O:12])[CH2:9][CH2:8][C:5]2[CH:4]=[CH:3][C:2]([F:1])=[CH:7][CH:6]=2)[CH:18]=[CH:19][C:20]=1[O:21][CH3:22]. Given the reactants [F:1][C:2]1[CH:7]=[CH:6][C:5]([CH2:8][CH2:9][C:10]([OH:12])=O)=[CH:4][CH:3]=1.[CH3:13][O:14][C:15]1[CH:16]=[C:17]([CH2:23][CH2:24][NH2:25])[CH:18]=[CH:19][C:20]=1[O:21][CH3:22], predict the reaction product.